Dataset: Full USPTO retrosynthesis dataset with 1.9M reactions from patents (1976-2016). Task: Predict the reactants needed to synthesize the given product. (1) The reactants are: Br[N:2]1[C:6](=[O:7])[CH2:5][CH2:4][C:3]1=[O:8].[C:9]1([S:15][S:15][C:9]2[CH:14]=[CH:13][CH:12]=[CH:11][CH:10]=2)[CH:14]=[CH:13][CH:12]=[CH:11][CH:10]=1.CCCCCC. Given the product [C:9]1([S:15][N:2]2[C:6](=[O:7])[CH2:5][CH2:4][C:3]2=[O:8])[CH:14]=[CH:13][CH:12]=[CH:11][CH:10]=1, predict the reactants needed to synthesize it. (2) The reactants are: [OH:1][C:2]1[CH:3]=[C:4]2[C:9](=[CH:10][CH:11]=1)[N:8]=[CH:7][CH:6]=[C:5]2[S:12][C:13]1([C:17]([O:19][CH2:20][CH3:21])=[O:18])[CH2:16][CH2:15][CH2:14]1.Br[CH2:23][CH2:24][OH:25].C(=O)([O-])[O-].[K+].[K+].CN(C)C=O. Given the product [OH:25][CH2:24][CH2:23][O:1][C:2]1[CH:3]=[C:4]2[C:9](=[CH:10][CH:11]=1)[N:8]=[CH:7][CH:6]=[C:5]2[S:12][C:13]1([C:17]([O:19][CH2:20][CH3:21])=[O:18])[CH2:14][CH2:15][CH2:16]1, predict the reactants needed to synthesize it. (3) Given the product [CH2:1]([N:8]1[C:12]2[N:13]=[C:14]([NH:28][C:29]3[CH:36]=[CH:35][C:32]([C:33]#[N:34])=[CH:31][CH:30]=3)[N:15]=[C:16]([NH:17][C:18]3[C:23]([CH3:24])=[CH:22][C:21]([CH3:25])=[CH:20][C:19]=3[CH3:26])[C:11]=2[CH:10]=[CH:9]1)[C:2]1[CH:7]=[CH:6][CH:5]=[CH:4][CH:3]=1, predict the reactants needed to synthesize it. The reactants are: [CH2:1]([N:8]1[C:12]2[N:13]=[C:14](F)[N:15]=[C:16]([NH:17][C:18]3[C:23]([CH3:24])=[CH:22][C:21]([CH3:25])=[CH:20][C:19]=3[CH3:26])[C:11]=2[CH:10]=[CH:9]1)[C:2]1[CH:7]=[CH:6][CH:5]=[CH:4][CH:3]=1.[NH2:28][C:29]1[CH:36]=[CH:35][C:32]([C:33]#[N:34])=[CH:31][CH:30]=1.FC(F)(F)C(O)=O. (4) Given the product [F:15][C:16]1[CH:17]=[C:18]([CH:21]=[CH:22][CH:23]=1)[CH2:19][NH:20][C:2]1[CH:3]=[CH:4][N:5]2[N:8]=[CH:9][C:10]([C:11]([O:13][CH3:14])=[O:12])=[C:6]2[N:7]=1, predict the reactants needed to synthesize it. The reactants are: Cl[C:2]1[N:7]=[CH:6][N:5]2[N:8]=[CH:9][C:10]([C:11]([O:13][CH3:14])=[O:12])=[C:4]2[CH:3]=1.[F:15][C:16]1[CH:17]=[C:18]([CH:21]=[CH:22][CH:23]=1)[CH2:19][NH2:20].C(N(CC)C(C)C)(C)C.